From a dataset of Full USPTO retrosynthesis dataset with 1.9M reactions from patents (1976-2016). Predict the reactants needed to synthesize the given product. (1) The reactants are: Br[C:2]1[CH:3]=[C:4]2[C:9](=[CH:10][CH:11]=1)[N:8]=[C:7]([O:12][CH3:13])[C:6]([CH2:14][N:15]1[CH2:20][CH2:19][CH:18]([F:21])[CH2:17][CH2:16]1)=[C:5]2[Cl:22].[CH3:23][C:24]1[C:29]([C:30]([C:32]2[N:36]([CH3:37])[N:35]=[N:34][CH:33]=2)=[O:31])=[CH:28][CH:27]=[C:26]([CH3:38])[N:25]=1. Given the product [Cl:22][C:5]1[C:4]2[C:9](=[CH:10][CH:11]=[C:2]([C:30]([C:29]3[C:24]([CH3:23])=[N:25][C:26]([CH3:38])=[CH:27][CH:28]=3)([C:32]3[N:36]([CH3:37])[N:35]=[N:34][CH:33]=3)[OH:31])[CH:3]=2)[N:8]=[C:7]([O:12][CH3:13])[C:6]=1[CH2:14][N:15]1[CH2:20][CH2:19][CH:18]([F:21])[CH2:17][CH2:16]1, predict the reactants needed to synthesize it. (2) Given the product [CH3:1][O:2][C:3]1[CH:10]=[CH:9][C:6](/[CH:7]=[CH:17]/[C:16]([C:19]2[CH:27]=[CH:26][CH:25]=[CH:24][C:20]=2[C:21]([OH:23])=[O:22])=[O:18])=[CH:5][C:4]=1[C:11]1[S:12][CH:13]=[CH:14][CH:15]=1, predict the reactants needed to synthesize it. The reactants are: [CH3:1][O:2][C:3]1[CH:10]=[CH:9][C:6]([CH:7]=O)=[CH:5][C:4]=1[C:11]1[S:12][CH:13]=[CH:14][CH:15]=1.[C:16]([C:19]1[CH:27]=[CH:26][CH:25]=[CH:24][C:20]=1[C:21]([OH:23])=[O:22])(=[O:18])[CH3:17]. (3) Given the product [Br:19][C:8]1[CH:7]=[CH:6][C:5]([OH:10])=[C:4]([CH:1]([CH3:3])[CH3:2])[CH:9]=1, predict the reactants needed to synthesize it. The reactants are: [CH:1]([C:4]1[CH:9]=[CH:8][CH:7]=[CH:6][C:5]=1[OH:10])([CH3:3])[CH3:2].C(O)(=O)C.CS(C)=O.[BrH:19].